Dataset: Catalyst prediction with 721,799 reactions and 888 catalyst types from USPTO. Task: Predict which catalyst facilitates the given reaction. (1) Reactant: [F:1][C:2]1[CH:7]=[C:6]([C:8]([F:11])([F:10])[F:9])[CH:5]=[CH:4][C:3]=1[OH:12].[Br:13]Br.S([O-])([O-])(=O)=S.[Na+].[Na+]. Product: [Br:13][C:4]1[CH:5]=[C:6]([C:8]([F:10])([F:11])[F:9])[CH:7]=[C:2]([F:1])[C:3]=1[OH:12]. The catalyst class is: 15. (2) Reactant: [OH:1][C:2]1[CH:7]=[CH:6][C:5]([CH2:8][C:9]([OH:11])=O)=[CH:4][CH:3]=1.CN1CCOCC1.C(OC(Cl)=O)C(C)C.[CH2:27]([NH:29][CH2:30][CH2:31][CH3:32])[CH3:28].Cl. Product: [CH2:30]([N:29]([CH2:27][CH3:28])[C:9](=[O:11])[CH2:8][C:5]1[CH:4]=[CH:3][C:2]([OH:1])=[CH:7][CH:6]=1)[CH2:31][CH3:32]. The catalyst class is: 54. (3) Reactant: [CH2:1]1[N:6]([CH2:7][CH2:8][OH:9])[CH2:5][CH2:4][N:3]([CH2:10][CH2:11][S:12]([OH:15])(=[O:14])=[O:13])[CH2:2]1. Product: [CH2:8]([OH:9])[CH3:7].[CH2:5]1[N:6]([CH2:7][CH2:8][OH:9])[CH2:1][CH2:2][N:3]([CH2:10][CH2:11][S:12]([OH:15])(=[O:14])=[O:13])[CH2:4]1. The catalyst class is: 8. (4) Reactant: [CH3:1][O:2][CH2:3][CH2:4][O:5][C:6]1[CH:11]=[C:10]([CH3:12])[CH:9]=[CH:8][C:7]=1[NH:13][C:14]1[O:15][CH2:16][C:17](=[O:24])[C:18]=1[C:19]([O:21][CH2:22][CH3:23])=[O:20].[NH:25]1[C:33]2[C:28](=[CH:29][CH:30]=[CH:31][N:32]=2)[C:27]([CH:34]=O)=[CH:26]1. Product: [NH:25]1[C:33]2=[N:32][CH:31]=[CH:30][CH:29]=[C:28]2[C:27]([CH:34]=[C:16]2[O:15][C:14]([NH:13][C:7]3[CH:8]=[CH:9][C:10]([CH3:12])=[CH:11][C:6]=3[O:5][CH2:4][CH2:3][O:2][CH3:1])=[C:18]([C:19]([O:21][CH2:22][CH3:23])=[O:20])[C:17]2=[O:24])=[CH:26]1. The catalyst class is: 361. (5) Reactant: [NH2:1][C:2]1[CH:7]=[CH:6][C:5]([C:8]2[CH:13]=[CH:12][C:11]([C:14]([O:16][CH3:17])=[O:15])=[C:10]([CH3:18])[CH:9]=2)=[CH:4][CH:3]=1.Cl[C:20]1[S:21][C:22]2[CH:28]=[C:27]([F:29])[CH:26]=[CH:25][C:23]=2[N:24]=1.Cl.O1CCOCC1. Product: [F:29][C:27]1[CH:26]=[CH:25][C:23]2[N:24]=[C:20]([NH:1][C:2]3[CH:3]=[CH:4][C:5]([C:8]4[CH:13]=[CH:12][C:11]([C:14]([O:16][CH3:17])=[O:15])=[C:10]([CH3:18])[CH:9]=4)=[CH:6][CH:7]=3)[S:21][C:22]=2[CH:28]=1. The catalyst class is: 51. (6) Reactant: [CH2:1]([O:8][C:9]([C@:11]1([CH2:51][F:52])[CH2:16][CH2:15][C:14]([C:17]2[C:18]([CH3:50])([CH3:49])[C@H:19]3[C@:32]([CH3:35])([CH2:33][CH:34]=2)[C@@H:31]2[C@:22]([CH3:48])([C@@:23]4([CH3:47])[C@H:28]([CH2:29][CH2:30]2)[C@H:27]2[C@H:36]([C:39]([CH3:41])=[CH2:40])[CH2:37][CH2:38][C@:26]2([NH:42][CH2:43][C:44]([OH:46])=O)[CH2:25][CH2:24]4)[CH2:21][CH2:20]3)=[CH:13][CH2:12]1)=[O:10])[C:2]1[CH:7]=[CH:6][CH:5]=[CH:4][CH:3]=1.C(O)(C(F)(F)F)=O.[CH3:60][C:61]1([OH:67])[CH2:66][CH2:65][NH:64][CH2:63][CH2:62]1.CN(C(ON1N=NC2C=CC=NC1=2)=[N+](C)C)C.F[P-](F)(F)(F)(F)F.CCN(C(C)C)C(C)C. Product: [F:52][CH2:51][C@@:11]1([C:9]([O:8][CH2:1][C:2]2[CH:3]=[CH:4][CH:5]=[CH:6][CH:7]=2)=[O:10])[CH2:16][CH2:15][C:14]([C:17]2[C:18]([CH3:50])([CH3:49])[C@H:19]3[C@:32]([CH3:35])([CH2:33][CH:34]=2)[C@@H:31]2[C@:22]([CH3:48])([C@@:23]4([CH3:47])[C@H:28]([CH2:29][CH2:30]2)[C@H:27]2[C@H:36]([C:39]([CH3:41])=[CH2:40])[CH2:37][CH2:38][C@:26]2([NH:42][CH2:43][C:44]([N:64]2[CH2:65][CH2:66][C:61]([OH:67])([CH3:60])[CH2:62][CH2:63]2)=[O:46])[CH2:25][CH2:24]4)[CH2:21][CH2:20]3)=[CH:13][CH2:12]1. The catalyst class is: 1. (7) Reactant: [Cl:1][CH:2]([CH2:7][C:8]1[CH:13]=[CH:12][C:11]([CH2:14][CH2:15][O:16][C:17]2[CH:22]=[CH:21][C:20]([OH:23])=[CH:19][CH:18]=2)=[CH:10][CH:9]=1)[C:3]([O:5][CH3:6])=[O:4].C(N(CC)CC)C.[CH3:31][S:32](Cl)(=[O:34])=[O:33]. Product: [Cl:1][CH:2]([CH2:7][C:8]1[CH:13]=[CH:12][C:11]([CH2:14][CH2:15][O:16][C:17]2[CH:18]=[CH:19][C:20]([O:23][S:32]([CH3:31])(=[O:34])=[O:33])=[CH:21][CH:22]=2)=[CH:10][CH:9]=1)[C:3]([O:5][CH3:6])=[O:4]. The catalyst class is: 4.